From a dataset of Catalyst prediction with 721,799 reactions and 888 catalyst types from USPTO. Predict which catalyst facilitates the given reaction. (1) Reactant: [N+:1]([C:4]1[CH:5]=[N:6][CH:7]=[CH:8][C:9]=1[C:10]1[CH2:15][CH2:14][CH2:13][CH:12]([N:16]2[C:24](=[O:25])[C:23]3[C:18](=[CH:19][CH:20]=[CH:21][CH:22]=3)[C:17]2=[O:26])[CH:11]=1)([O-])=O. Product: [NH2:1][C:4]1[CH:5]=[N:6][CH:7]=[CH:8][C:9]=1[C:10]1[CH2:15][CH2:14][CH2:13][CH:12]([N:16]2[C:17](=[O:26])[C:18]3[C:23](=[CH:22][CH:21]=[CH:20][CH:19]=3)[C:24]2=[O:25])[CH:11]=1. The catalyst class is: 409. (2) Reactant: [CH3:1][C:2]1([CH3:15])[CH2:7][N:6]([C:8]2[CH:13]=[CH:12][CH:11]=[CH:10][CH:9]=2)[CH2:5][C:4](=[O:14])[O:3]1.C[Si]([N-][Si](C)(C)C)(C)C.[Li+].Br[CH2:27][C:28]([O:30][C:31]([CH3:34])([CH3:33])[CH3:32])=[O:29]. Product: [CH3:1][C:2]1([CH3:15])[CH2:7][N:6]([C:8]2[CH:13]=[CH:12][CH:11]=[CH:10][CH:9]=2)[CH:5]([CH2:27][C:28]([O:30][C:31]([CH3:34])([CH3:33])[CH3:32])=[O:29])[C:4](=[O:14])[O:3]1. The catalyst class is: 7. (3) Reactant: C(OC([N:8]([C:16]1[C:20]2[CH:21]=[C:22]([Cl:35])[C:23]([CH2:25][O:26][C:27]3[CH:32]=[CH:31][C:30]([F:33])=[C:29]([Cl:34])[CH:28]=3)=[CH:24][C:19]=2[O:18][N:17]=1)C(=O)OC(C)(C)C)=O)(C)(C)C. Product: [Cl:35][C:22]1[C:23]([CH2:25][O:26][C:27]2[CH:32]=[CH:31][C:30]([F:33])=[C:29]([Cl:34])[CH:28]=2)=[CH:24][C:19]2[O:18][N:17]=[C:16]([NH2:8])[C:20]=2[CH:21]=1. The catalyst class is: 617. (4) Reactant: [NH2:1][C:2]1[CH:30]=[CH:29][C:5]2[NH:6][C:7]([C:12]3[C:13](=[O:28])[N:14]([CH2:23][CH2:24][CH:25]([CH3:27])[CH3:26])[C:15]4[C:20]([C:21]=3[OH:22])=[CH:19][CH:18]=[CH:17][N:16]=4)=[N:8][S:9](=[O:11])(=[O:10])[C:4]=2[CH:3]=1.[Cl:31][C:32]1[CH:37]=[CH:36][CH:35]=[C:34]([Cl:38])[C:33]=1[S:39](Cl)(=[O:41])=[O:40]. The catalyst class is: 17. Product: [Cl:31][C:32]1[CH:37]=[CH:36][CH:35]=[C:34]([Cl:38])[C:33]=1[S:39]([NH:1][C:2]1[CH:30]=[CH:29][C:5]2[NH:6][C:7]([C:12]3[C:13](=[O:28])[N:14]([CH2:23][CH2:24][CH:25]([CH3:27])[CH3:26])[C:15]4[C:20]([C:21]=3[OH:22])=[CH:19][CH:18]=[CH:17][N:16]=4)=[N:8][S:9](=[O:11])(=[O:10])[C:4]=2[CH:3]=1)(=[O:41])=[O:40].